Predict the reactants needed to synthesize the given product. From a dataset of Full USPTO retrosynthesis dataset with 1.9M reactions from patents (1976-2016). (1) Given the product [N+:13]([C:16]1[CH:22]=[CH:21][C:19]([NH:20][C:8](=[O:9])[C@:7]([OH:12])([CH3:11])[CH2:6][Br:5])=[CH:18][C:17]=1[C:23]([F:24])([F:25])[F:26])([O-:15])=[O:14], predict the reactants needed to synthesize it. The reactants are: S(Cl)(Cl)=O.[Br:5][CH2:6][C@@:7]([OH:12])([CH3:11])[C:8](O)=[O:9].[N+:13]([C:16]1[CH:22]=[CH:21][C:19]([NH2:20])=[CH:18][C:17]=1[C:23]([F:26])([F:25])[F:24])([O-:15])=[O:14]. (2) Given the product [Cl:1][C:2]1[CH:10]=[CH:9][C:5]([CH2:6][OH:7])=[C:4]([CH3:11])[CH:3]=1, predict the reactants needed to synthesize it. The reactants are: [Cl:1][C:2]1[CH:10]=[CH:9][C:5]([C:6](O)=[O:7])=[C:4]([CH3:11])[CH:3]=1.C(O)C.C(OCC)(OCC)OCC.S(=O)(=O)(O)O.